The task is: Predict the reactants needed to synthesize the given product.. This data is from Full USPTO retrosynthesis dataset with 1.9M reactions from patents (1976-2016). (1) Given the product [N:19]1([NH:20][C:21](=[O:22])[O:25][C:1]([CH3:3])([CH3:4])[CH3:5])[C:18]2[C:17]3[CH:16]=[CH:15][CH:14]=[CH:13][C:12]=3[N:11]=[CH:10][C:9]=2[N:8]=[CH:33]1, predict the reactants needed to synthesize it. The reactants are: [C:1]([C:5](O)=O)([CH3:4])([CH3:3])C.[NH2:8][C:9]1[CH:10]=[N:11][C:12]2[C:17]([C:18]=1[NH:19][NH2:20])=[CH:16][CH:15]=[CH:14][CH:13]=2.[CH:21](OCC)([O:25]CC)[O:22]CC.Cl.N1C=CC=C[CH:33]=1. (2) Given the product [Cl:1][C:2]1[N:7]=[C:6]2[N:8]([CH3:12])[C:9](=[O:11])[N:10]([CH2:13][CH:21]3[CH2:23][CH2:20]3)[C:5]2=[CH:4][CH:3]=1, predict the reactants needed to synthesize it. The reactants are: [Cl:1][C:2]1[N:7]=[C:6]2[N:8]([CH3:12])[C:9](=[O:11])[NH:10][C:5]2=[CH:4][CH:3]=1.[C:13](=O)([O-])[O-].[Cs+].[Cs+].C(I)[C:20]([CH3:23])(C)[CH3:21]. (3) Given the product [N:5]1[CH:4]=[C:3]([C:1]#[C:2][C:38]2[CH:37]=[C:15]([CH:14]=[CH:13][C:39]=2[CH3:40])[C:16]([NH:18][C:19]2[CH:24]=[CH:23][C:22]([CH2:25][N:26]3[CH2:31][CH2:30][N:29]([CH3:32])[CH2:28][CH2:27]3)=[C:21]([C:33]([F:36])([F:35])[F:34])[CH:20]=2)=[O:17])[N:7]2[CH:8]=[CH:9][N:10]=[CH:11][C:6]=12, predict the reactants needed to synthesize it. The reactants are: [C:1]([C:3]1[N:7]2[CH:8]=[CH:9][N:10]=[CH:11][C:6]2=[N:5][CH:4]=1)#[CH:2].I[C:13]1[CH:14]=[C:15]([CH:37]=[CH:38][C:39]=1[CH3:40])[C:16]([NH:18][C:19]1[CH:24]=[CH:23][C:22]([CH2:25][N:26]2[CH2:31][CH2:30][N:29]([CH3:32])[CH2:28][CH2:27]2)=[C:21]([C:33]([F:36])([F:35])[F:34])[CH:20]=1)=[O:17]. (4) The reactants are: [O:1]=[C:2]1[N:8]([CH:9]2[CH2:14][CH2:13][N:12]([C:15]([O:17][C@H:18]([CH2:37][C:38]3[CH:43]=[C:42]([CH3:44])[C:41]([OH:45])=[C:40]([CH3:46])[CH:39]=3)[C:19]([N:21]3[CH2:26][CH2:25][CH:24]([CH:27]4[CH2:32][CH2:31][N:30]([CH2:33][C:34]([OH:36])=[O:35])[CH2:29][CH2:28]4)[CH2:23][CH2:22]3)=[O:20])=[O:16])[CH2:11][CH2:10]2)[CH2:7][CH2:6][C:5]2[CH:47]=[CH:48][CH:49]=[CH:50][C:4]=2[NH:3]1.[N:51]1([CH2:57][CH2:58]O)[CH2:56][CH2:55][O:54][CH2:53][CH2:52]1.C([O-])(O)=O.[Na+]. Given the product [O:1]=[C:2]1[N:8]([CH:9]2[CH2:10][CH2:11][N:12]([C:15]([O:17][C@H:18]([CH2:37][C:38]3[CH:43]=[C:42]([CH3:44])[C:41]([OH:45])=[C:40]([CH3:46])[CH:39]=3)[C:19]([N:21]3[CH2:22][CH2:23][CH:24]([CH:27]4[CH2:32][CH2:31][N:30]([CH2:33][C:34]([O:36][CH2:58][CH2:57][N:51]5[CH2:56][CH2:55][O:54][CH2:53][CH2:52]5)=[O:35])[CH2:29][CH2:28]4)[CH2:25][CH2:26]3)=[O:20])=[O:16])[CH2:13][CH2:14]2)[CH2:7][CH2:6][C:5]2[CH:47]=[CH:48][CH:49]=[CH:50][C:4]=2[NH:3]1, predict the reactants needed to synthesize it. (5) Given the product [CH2:13]([O:20][C:21]1[CH:22]=[CH:23][C:24]([CH2:27][CH2:28][CH:7]([S:8]([CH3:11])(=[O:10])=[O:9])[C:6]([O:5][CH2:3][CH3:4])=[O:12])=[CH:25][CH:26]=1)[C:14]1[CH:15]=[CH:16][CH:17]=[CH:18][CH:19]=1, predict the reactants needed to synthesize it. The reactants are: [H-].[Na+].[CH2:3]([O:5][C:6](=[O:12])[CH2:7][S:8]([CH3:11])(=[O:10])=[O:9])[CH3:4].[CH2:13]([O:20][C:21]1[CH:26]=[CH:25][C:24]([CH2:27][CH2:28]I)=[CH:23][CH:22]=1)[C:14]1[CH:19]=[CH:18][CH:17]=[CH:16][CH:15]=1.